From a dataset of Forward reaction prediction with 1.9M reactions from USPTO patents (1976-2016). Predict the product of the given reaction. (1) Given the reactants [CH3:1][P:2](=[O:7])([O:5][CH3:6])[O:3][CH3:4].[Li]CCCC.[Cl:13][C:14]1[CH:15]=[C:16]([CH2:20][C:21](OC)=[O:22])[CH:17]=[CH:18][CH:19]=1, predict the reaction product. The product is: [Cl:13][C:14]1[CH:15]=[C:16]([CH2:20][C:21](=[O:22])[CH2:1][P:2](=[O:7])([O:5][CH3:6])[O:3][CH3:4])[CH:17]=[CH:18][CH:19]=1. (2) The product is: [Cl:1][C:2]1[CH:3]=[C:4]([CH:26]=[CH:27][C:28]=1[O:29][CH2:31][C:32]1[CH:39]=[CH:38][CH:37]=[CH:36][C:33]=1[C:34]#[N:35])[NH:5][C:6]1[C:15]2[C:10](=[CH:11][C:12]([O:24][CH3:25])=[CH:13][C:14]=2[O:16][CH:17]2[CH2:18][CH2:19][N:20]([CH3:23])[CH2:21][CH2:22]2)[N:9]=[CH:8][N:7]=1. Given the reactants [Cl:1][C:2]1[CH:3]=[C:4]([CH:26]=[CH:27][C:28]=1[OH:29])[NH:5][C:6]1[C:15]2[C:10](=[CH:11][C:12]([O:24][CH3:25])=[CH:13][C:14]=2[O:16][CH:17]2[CH2:22][CH2:21][N:20]([CH3:23])[CH2:19][CH2:18]2)[N:9]=[CH:8][N:7]=1.Cl[CH2:31][C:32]1[CH:39]=[CH:38][CH:37]=[CH:36][C:33]=1[C:34]#[N:35], predict the reaction product.